From a dataset of Full USPTO retrosynthesis dataset with 1.9M reactions from patents (1976-2016). Predict the reactants needed to synthesize the given product. (1) Given the product [Cl:18][C:19]1[CH:20]=[CH:21][C:22]([C:25]2[CH:26]=[CH:27][C:28]([C:31]#[C:32][C:33]3[CH:34]=[CH:35][C:36](/[CH:39]=[CH:40]/[CH2:13][CH:12]([N:11]([CH:15]4[CH2:17][CH2:16]4)[CH3:9])[CH2:14][CH3:1])=[CH:37][CH:38]=3)=[N:29][CH:30]=2)=[CH:23][CH:24]=1, predict the reactants needed to synthesize it. The reactants are: [CH:1]1(CNCCC)CC1.[CH2:9]([N:11]([CH:15]([CH3:17])[CH3:16])[CH:12]([CH3:14])[CH3:13])C.[Cl:18][C:19]1[CH:24]=[CH:23][C:22]([C:25]2[CH:26]=[CH:27][C:28]([C:31]#[C:32][C:33]3[CH:38]=[CH:37][C:36](/[CH:39]=[CH:40]/CCl)=[CH:35][CH:34]=3)=[N:29][CH:30]=2)=[CH:21][CH:20]=1. (2) Given the product [C:1]([O:4][CH2:5][CH:6]1[CH2:11][CH2:10][C@H:9]([NH:12][C:13]2[C:18]([NH2:19])=[CH:17][N:16]=[C:15]3[CH:22]=[CH:23][S:24][C:14]=23)[CH2:8][O:7]1)(=[O:3])[CH3:2], predict the reactants needed to synthesize it. The reactants are: [C:1]([O:4][CH2:5][CH:6]1[CH:11]=[CH:10][C@H:9]([NH:12][C:13]2[C:18]([N+:19]([O-])=O)=[CH:17][N:16]=[C:15]3[CH:22]=[CH:23][S:24][C:14]=23)[CH2:8][O:7]1)(=[O:3])[CH3:2]. (3) The reactants are: [NH:1]([C:3]1[CH:4]=[CH:5][C:6]([CH3:9])=[N:7][CH:8]=1)[NH2:2].[CH2:10]([O:12][C:13](=[O:25])[C:14](=O)[CH2:15][C:16]([C:18]1[CH:23]=[CH:22][CH:21]=[CH:20][N:19]=1)=O)[CH3:11]. Given the product [CH2:10]([O:12][C:13]([C:14]1[CH:15]=[C:16]([C:18]2[CH:23]=[CH:22][CH:21]=[CH:20][N:19]=2)[N:1]([C:3]2[CH:8]=[N:7][C:6]([CH3:9])=[CH:5][CH:4]=2)[N:2]=1)=[O:25])[CH3:11], predict the reactants needed to synthesize it.